Predict the reaction yield, written as a fraction of the theoretical maximum amount of product (1.0 means a 100% yield; for example, 0.34 means a 34% yield). From a dataset of Reaction yield outcomes from USPTO patents with 853,638 reactions. (1) The reactants are N1C=CC=CC=1S[S:8][CH2:9][CH2:10][NH:11][C:12]([C:14]1[CH-:15][CH:16]=[CH:17][CH:18]=1)=[O:13].[CH-:19]1[CH:23]=[CH:22][CH:21]=[CH:20]1.[Fe+2:24].C(S)[C@@H](O)[C@H](O)CS.CCN(CC)CC. The catalyst is CO. The product is [SH:8][CH2:9][CH2:10][NH:11][C:12]([C:14]1[CH-:18][CH:17]=[CH:16][CH:15]=1)=[O:13].[CH-:19]1[CH:23]=[CH:22][CH:21]=[CH:20]1.[Fe+2:24]. The yield is 0.570. (2) The reactants are [CH3:1][O:2][C:3]1[CH:8]=[C:7]([O:9][CH3:10])[CH:6]=[CH:5][C:4]=1[C:11]1([CH3:18])[NH:15][C:14](=[O:16])[NH:13][C:12]1=[O:17].Br[CH2:20][C:21]([C:23]1[CH:28]=[CH:27][CH:26]=[CH:25][CH:24]=1)=[O:22]. No catalyst specified. The product is [CH3:1][O:2][C:3]1[CH:8]=[C:7]([O:9][CH3:10])[CH:6]=[CH:5][C:4]=1[C:11]1([CH3:18])[NH:15][C:14](=[O:16])[N:13]([CH2:20][C:21](=[O:22])[C:23]2[CH:28]=[CH:27][CH:26]=[CH:25][CH:24]=2)[C:12]1=[O:17]. The yield is 0.840.